Task: Predict the reaction yield, written as a fraction of the theoretical maximum amount of product (1.0 means a 100% yield; for example, 0.34 means a 34% yield).. Dataset: Reaction yield outcomes from USPTO patents with 853,638 reactions (1) The reactants are [OH:1][C@H:2]([C:36]1[CH:45]=[CH:44][C:43]([OH:46])=[C:42]2[C:37]=1[CH:38]=[CH:39][C:40](=[O:47])[NH:41]2)[CH2:3][NH:4][CH2:5][CH2:6][CH2:7][CH2:8][CH2:9][CH2:10][CH2:11][CH2:12][CH2:13][N:14]1[CH2:19][CH2:18][CH:17]([O:20][C:21](=[O:35])[NH:22][C:23]2[CH:28]=[CH:27][CH:26]=[CH:25][C:24]=2[C:29]2[CH:34]=[CH:33][CH:32]=[CH:31][CH:30]=2)[CH2:16][CH2:15]1.[C:48]1([S:62]([OH:65])(=[O:64])=[O:63])[C:57]2[CH:56]=[CH:55][CH:54]=[C:53]([S:58]([OH:61])(=[O:60])=[O:59])[C:52]=2[CH:51]=[CH:50][CH:49]=1. The catalyst is CO. The product is [C:48]1([S:62]([OH:65])(=[O:64])=[O:63])[C:57]2[CH:56]=[CH:55][CH:54]=[C:53]([S:58]([OH:61])(=[O:60])=[O:59])[C:52]=2[CH:51]=[CH:50][CH:49]=1.[OH:1][C@H:2]([C:36]1[CH:45]=[CH:44][C:43]([OH:46])=[C:42]2[C:37]=1[CH:38]=[CH:39][C:40](=[O:47])[NH:41]2)[CH2:3][NH:4][CH2:5][CH2:6][CH2:7][CH2:8][CH2:9][CH2:10][CH2:11][CH2:12][CH2:13][N:14]1[CH2:15][CH2:16][CH:17]([O:20][C:21](=[O:35])[NH:22][C:23]2[CH:28]=[CH:27][CH:26]=[CH:25][C:24]=2[C:29]2[CH:30]=[CH:31][CH:32]=[CH:33][CH:34]=2)[CH2:18][CH2:19]1. The yield is 0.800. (2) The product is [Cl:13][C:9]1[C:5]2[C:6](=[O:8])[O:7][C:14](=[O:15])[NH:3][C:4]=2[CH:12]=[CH:11][CH:10]=1. The reactants are [OH-].[K+].[NH2:3][C:4]1[CH:12]=[CH:11][CH:10]=[C:9]([Cl:13])[C:5]=1[C:6]([OH:8])=[O:7].[C:14](Cl)(Cl)=[O:15].C1(C)C=CC=CC=1. The yield is 0.910. The catalyst is O. (3) The product is [CH2:14]([N:11]([CH2:12][CH3:13])[CH2:10][CH2:9][NH:8][C:6](=[O:7])[C:5]1[CH:16]=[CH:17][C:2]([N:1]([S:28]([CH3:27])(=[O:30])=[O:29])[S:28]([CH3:27])(=[O:30])=[O:29])=[CH:3][C:4]=1[O:18][CH3:19])[CH3:15]. The catalyst is C(Cl)Cl. The yield is 0.526. The reactants are [NH2:1][C:2]1[CH:17]=[CH:16][C:5]([C:6]([NH:8][CH2:9][CH2:10][N:11]([CH2:14][CH3:15])[CH2:12][CH3:13])=[O:7])=[C:4]([O:18][CH3:19])[CH:3]=1.C(N(CC)CC)C.[CH3:27][S:28](Cl)(=[O:30])=[O:29].C(=O)(O)[O-].[Na+]. (4) The reactants are [F:1][C:2]1[CH:7]=[CH:6][CH:5]=[C:4]([F:8])[C:3]=1[N:9]1[C:14]2[N:15]=[C:16](S(C)=O)[N:17]=[C:18]([C:19]3[CH:20]=[C:21]([CH:28]=[CH:29][C:30]=3[CH3:31])[C:22]([NH:24][CH:25]([CH3:27])[CH3:26])=[O:23])[C:13]=2[CH2:12][NH:11][C:10]1=[O:35].[N:36]1([CH:41]2[CH2:46][CH2:45][NH:44][CH2:43][CH2:42]2)[CH2:40][CH2:39][CH2:38][CH2:37]1. The catalyst is C(Cl)Cl. The product is [F:1][C:2]1[CH:7]=[CH:6][CH:5]=[C:4]([F:8])[C:3]=1[N:9]1[C:14]2[N:15]=[C:16]([N:44]3[CH2:45][CH2:46][CH:41]([N:36]4[CH2:40][CH2:39][CH2:38][CH2:37]4)[CH2:42][CH2:43]3)[N:17]=[C:18]([C:19]3[CH:20]=[C:21]([CH:28]=[CH:29][C:30]=3[CH3:31])[C:22]([NH:24][CH:25]([CH3:27])[CH3:26])=[O:23])[C:13]=2[CH2:12][NH:11][C:10]1=[O:35]. The yield is 0.790. (5) The reactants are C(O)(=O)C.[CH2:5]([O:9][C:10]1[CH:15]=[CH:14][CH:13]=[C:12](/[CH:16]=[CH:17]/[N+:18]([O-:20])=[O:19])[CH:11]=1)[CH2:6][CH2:7][CH3:8].[BH4-].[Na+]. The catalyst is CS(C)=O. The product is [CH2:5]([O:9][C:10]1[CH:15]=[CH:14][CH:13]=[C:12]([CH2:16][CH2:17][N+:18]([O-:20])=[O:19])[CH:11]=1)[CH2:6][CH2:7][CH3:8]. The yield is 0.580. (6) The reactants are [CH2:1]([C:3]1([C:36]([O:38]CC)=[O:37])[CH2:8][CH2:7][N:6]([C:9]2[N:14]=[CH:13][C:12]([C:15]3[CH:29]=[C:28]([C:30]4[CH:35]=[CH:34][CH:33]=[CH:32][N:31]=4)[C:18]4[NH:19][C:20]([NH:22][C:23]([NH:25][CH2:26][CH3:27])=[O:24])=[N:21][C:17]=4[CH:16]=3)=[CH:11][N:10]=2)[CH2:5][CH2:4]1)[CH3:2].CC(C)([O-])C.[K+].O. The catalyst is CS(C)=O. The product is [CH2:1]([C:3]1([C:36]([OH:38])=[O:37])[CH2:8][CH2:7][N:6]([C:9]2[N:10]=[CH:11][C:12]([C:15]3[CH:29]=[C:28]([C:30]4[CH:35]=[CH:34][CH:33]=[CH:32][N:31]=4)[C:18]4[NH:19][C:20]([NH:22][C:23]([NH:25][CH2:26][CH3:27])=[O:24])=[N:21][C:17]=4[CH:16]=3)=[CH:13][N:14]=2)[CH2:5][CH2:4]1)[CH3:2]. The yield is 0.530. (7) The reactants are Br[C:2]12[CH2:12][C:6]3([CH3:13])[CH2:7][C:8]([CH3:11])([CH2:10][C:4]([C:14]45[CH2:24][C:18]6([CH3:25])[CH2:19][C:20]([CH3:23])([CH2:22][C:16](Br)([CH2:17]6)[CH2:15]4)[CH2:21]5)([CH2:5]3)[CH2:3]1)[CH2:9]2.[C:27]1([OH:33])[CH:32]=[CH:31][CH:30]=[CH:29][CH:28]=1. The catalyst is O. The product is [OH:33][C:27]1[CH:32]=[CH:31][C:30]([C:2]23[CH2:12][C:6]4([CH3:13])[CH2:7][C:8]([CH3:11])([CH2:10][C:4]([C:14]56[CH2:24][C:18]7([CH3:25])[CH2:19][C:20]([CH3:23])([CH2:22][C:16]([C:30]8[CH:31]=[CH:32][C:27]([OH:33])=[CH:28][CH:29]=8)([CH2:17]7)[CH2:15]5)[CH2:21]6)([CH2:5]4)[CH2:3]2)[CH2:9]3)=[CH:29][CH:28]=1. The yield is 0.990. (8) The reactants are C(OP([CH2:9][C:10]([O:12][CH2:13][CH3:14])=[O:11])(OCC)=O)C.[H-].[Na+].[C:17]1([CH3:44])[CH:22]=[CH:21][CH:20]=[C:19]([C:23]2[C:27](=[O:28])[C:26]3([CH2:33][CH2:32][C:31](=O)[CH2:30][CH2:29]3)[O:25][C:24]=2[C:35]2[CH:36]=[CH:37][C:38]3[N:39]([N:41]=[CH:42][N:43]=3)[CH:40]=2)[CH:18]=1. The catalyst is C1COCC1. The product is [N:43]1[CH:42]=[N:41][N:39]2[CH:40]=[C:35]([C:24]3[O:25][C:26]4([CH2:29][CH2:30][C:31](=[CH:9][C:10]([O:12][CH2:13][CH3:14])=[O:11])[CH2:32][CH2:33]4)[C:27](=[O:28])[C:23]=3[C:19]3[CH:18]=[C:17]([CH3:44])[CH:22]=[CH:21][CH:20]=3)[CH:36]=[CH:37][C:38]=12. The yield is 0.850.